From a dataset of Full USPTO retrosynthesis dataset with 1.9M reactions from patents (1976-2016). Predict the reactants needed to synthesize the given product. (1) Given the product [CH2:1]([C:5]1([CH2:30][CH2:31][CH2:32][CH3:33])[C:17]2[CH:16]=[C:15]([C:18]3[CH:19]=[N:20][N:21]([C:23]4[CH:24]=[C:25]([CH:26]=[CH:27][CH:28]=4)[O:29][C:35]4[CH:47]=[CH:46][C:45]5[C:44]6[C:39](=[CH:40][CH:41]=[CH:42][CH:43]=6)[N:38]([C:48]6[CH:53]=[CH:52][CH:51]=[CH:50][N:49]=6)[C:37]=5[CH:36]=4)[CH:22]=3)[CH:14]=[CH:13][C:12]=2[C:11]2[C:6]1=[CH:7][CH:8]=[CH:9][CH:10]=2)[CH2:2][CH2:3][CH3:4], predict the reactants needed to synthesize it. The reactants are: [CH2:1]([C:5]1([CH2:30][CH2:31][CH2:32][CH3:33])[C:17]2[CH:16]=[C:15]([C:18]3[CH:19]=[N:20][N:21]([C:23]4[CH:24]=[C:25]([OH:29])[CH:26]=[CH:27][CH:28]=4)[CH:22]=3)[CH:14]=[CH:13][C:12]=2[C:11]2[C:6]1=[CH:7][CH:8]=[CH:9][CH:10]=2)[CH2:2][CH2:3][CH3:4].Br[C:35]1[CH:47]=[CH:46][C:45]2[C:44]3[C:39](=[CH:40][CH:41]=[CH:42][CH:43]=3)[N:38]([C:48]3[CH:53]=[CH:52][CH:51]=[CH:50][N:49]=3)[C:37]=2[CH:36]=1.N1C=CC=CC=1C(O)=O.[O-]P([O-])([O-])=O.[K+].[K+].[K+]. (2) Given the product [CH3:5][C:11]1[CH:16]=[CH:15][C:14]([N+:17]([O-:19])=[O:18])=[CH:13][N:12]=1, predict the reactants needed to synthesize it. The reactants are: C(OC(=O)[CH:5]([C:11]1[CH:16]=[CH:15][C:14]([N+:17]([O-:19])=[O:18])=[CH:13][N:12]=1)C(OCC)=O)C.[OH-].[Na+]. (3) Given the product [Cl:1][C:2]1[CH:7]=[CH:6][CH:5]=[CH:4][C:3]=1[C@H:8]([O:10][C:11]([NH:13][C:14]1[C:15]([C:19]2[CH:32]=[CH:31][C:22]([CH2:23][S:24][CH2:25][CH2:26][C:27]([O:29][CH3:30])=[O:28])=[CH:21][CH:20]=2)=[N:16][O:17][CH:18]=1)=[O:12])[CH3:9], predict the reactants needed to synthesize it. The reactants are: [Cl:1][C:2]1[CH:7]=[CH:6][CH:5]=[CH:4][C:3]=1[CH:8]([O:10][C:11]([NH:13][C:14]1[C:15]([C:19]2[CH:32]=[CH:31][C:22]([CH2:23][S:24][CH2:25][CH2:26][C:27]([O:29][CH3:30])=[O:28])=[CH:21][CH:20]=2)=[N:16][O:17][CH:18]=1)=[O:12])[CH3:9].CCCCCC. (4) The reactants are: [Br:1][C:2]1[CH:3]=[C:4]([C:13]([CH3:16])([CH3:15])[CH3:14])[C:5]([OH:12])=[C:6]([C:10]=1[CH3:11])[C:7]([OH:9])=O.[NH2:17][C:18]1[CH:25]=[CH:24][C:21]([C:22]#[N:23])=[CH:20][C:19]=1[O:26][C:27]([F:30])([F:29])[F:28]. Given the product [Br:1][C:2]1[C:10]([CH3:11])=[C:6]([C:5]([OH:12])=[C:4]([C:13]([CH3:16])([CH3:15])[CH3:14])[CH:3]=1)[C:7]([NH:17][C:18]1[CH:25]=[CH:24][C:21]([C:22]#[N:23])=[CH:20][C:19]=1[O:26][C:27]([F:28])([F:29])[F:30])=[O:9], predict the reactants needed to synthesize it. (5) Given the product [C:34]([O:33][C:32]([NH:31][C@@H:22]1[CH2:21][CH2:20][C@@H:19]([C:13]2[CH:14]=[CH:15][CH:16]=[C:17]([F:18])[C:12]=2[F:11])[CH2:25][N:24]2[C:26]([C:29]([OH:8])=[O:30])=[CH:27][N:28]=[C:23]12)=[O:38])([CH3:35])([CH3:37])[CH3:36], predict the reactants needed to synthesize it. The reactants are: P([O-])(O)(O)=O.[Na+].Cl([O-])=[O:8].[Na+].[F:11][C:12]1[C:17]([F:18])=[CH:16][CH:15]=[CH:14][C:13]=1[C@H:19]1[CH2:25][N:24]2[C:26]([CH:29]=[O:30])=[CH:27][N:28]=[C:23]2[C@H:22]([NH:31][C:32](=[O:38])[O:33][C:34]([CH3:37])([CH3:36])[CH3:35])[CH2:21][CH2:20]1.CC(=CC)C.